From a dataset of Forward reaction prediction with 1.9M reactions from USPTO patents (1976-2016). Predict the product of the given reaction. (1) Given the reactants [Cl:1][C:2]1[C:11]2[C:6](=[CH:7][CH:8]=[CH:9][CH:10]=2)[N:5]=[CH:4][C:3]=1[C:12]([O:14]CC)=O.Cl.[CH3:18][NH:19][O:20][CH3:21].C([Mg]Cl)(C)C.CCOCC, predict the reaction product. The product is: [Cl:1][C:2]1[C:11]2[C:6](=[CH:7][CH:8]=[CH:9][CH:10]=2)[N:5]=[CH:4][C:3]=1[C:12]([N:19]([O:20][CH3:21])[CH3:18])=[O:14]. (2) Given the reactants [C:1]([C:5]1[CH:6]=[C:7]([N+:15]([O-:17])=[O:16])[C:8]([O:13][CH3:14])=[C:9]([S:11][CH3:12])[CH:10]=1)([CH3:4])([CH3:3])[CH3:2].[OH:18]O, predict the reaction product. The product is: [C:1]([C:5]1[CH:6]=[C:7]([N+:15]([O-:17])=[O:16])[C:8]([O:13][CH3:14])=[C:9]([S:11]([CH3:12])=[O:18])[CH:10]=1)([CH3:4])([CH3:2])[CH3:3]. (3) Given the reactants [CH2:1]([C:3]1[CH:4]=[N:5][N:6]([C:9]2[CH:14]=[C:13]([C:15]#[N:16])[CH:12]=[CH:11][N:10]=2)[C:7]=1[OH:8])[CH3:2].[F:17][C:18]1[CH:25]=[CH:24][C:21]([CH2:22]O)=[CH:20][CH:19]=1, predict the reaction product. The product is: [CH2:1]([C:3]1[CH:4]=[N:5][N:6]([C:9]2[CH:14]=[C:13]([C:15]#[N:16])[CH:12]=[CH:11][N:10]=2)[C:7]=1[O:8][CH2:22][C:21]1[CH:24]=[CH:25][C:18]([F:17])=[CH:19][CH:20]=1)[CH3:2]. (4) Given the reactants [C:1]([N:8]1[CH2:13][CH2:12][CH:11]([CH2:14][OH:15])[CH2:10][CH2:9]1)([O:3][C:4]([CH3:7])([CH3:6])[CH3:5])=[O:2].[H-].[Na+].[Br:18][C:19]1[CH:20]=[N:21][C:22](I)=[N:23][CH:24]=1, predict the reaction product. The product is: [Br:18][C:19]1[CH:20]=[N:21][C:22]([O:15][CH2:14][CH:11]2[CH2:12][CH2:13][N:8]([C:1]([O:3][C:4]([CH3:7])([CH3:6])[CH3:5])=[O:2])[CH2:9][CH2:10]2)=[N:23][CH:24]=1. (5) Given the reactants [CH3:1][C@H:2]([OH:6])[C@@H:3]([OH:5])[CH3:4].[O:7]=[S:8](Cl)Cl.I([O-])(=O)(=O)=[O:12].[Na+], predict the reaction product. The product is: [CH3:4][C@H:3]1[C@H:2]([CH3:1])[O:6][S:8](=[O:7])(=[O:12])[O:5]1. (6) Given the reactants O[C:2]1[C:11]2[C:6](=[CH:7][CH:8]=[CH:9][CH:10]=2)[C:5]2[O:12][C:13]3[CH:18]=[CH:17][CH:16]=[CH:15][C:14]=3[C:4]=2[N:3]=1.[Cl:19]C1C=C2C(C3OC4C=CC=CC=4C=3N=C2O)=CC=1, predict the reaction product. The product is: [Cl:19][C:2]1[C:11]2[C:6](=[CH:7][CH:8]=[CH:9][CH:10]=2)[C:5]2[O:12][C:13]3[CH:18]=[CH:17][CH:16]=[CH:15][C:14]=3[C:4]=2[N:3]=1.